Dataset: Forward reaction prediction with 1.9M reactions from USPTO patents (1976-2016). Task: Predict the product of the given reaction. (1) Given the reactants Br[CH2:2][C:3]1[C:4]([I:10])=[CH:5][C:6]([F:9])=[N:7][CH:8]=1.Cl.[F:12][C:13]([F:18])([F:17])[CH2:14][CH2:15][NH2:16].C(N(C(C)C)CC)(C)C.[C:28]([O:32][C:33](O[C:33]([O:32][C:28]([CH3:31])([CH3:30])[CH3:29])=[O:34])=[O:34])([CH3:31])([CH3:30])[CH3:29], predict the reaction product. The product is: [C:28]([O:32][C:33](=[O:34])[N:16]([CH2:2][C:3]1[CH:8]=[N:7][C:6]([F:9])=[CH:5][C:4]=1[I:10])[CH2:15][CH2:14][C:13]([F:18])([F:17])[F:12])([CH3:31])([CH3:30])[CH3:29]. (2) Given the reactants Cl[C:2](=[CH2:5])[C:3]#[N:4].Cl.[CH:7]([NH:10][NH2:11])([CH3:9])[CH3:8].C(=O)([O-])[O-].[K+].[K+], predict the reaction product. The product is: [CH:7]([N:10]1[CH:5]=[CH:2][C:3]([NH2:4])=[N:11]1)([CH3:9])[CH3:8]. (3) Given the reactants Br[C:2]1[CH:3]=[C:4]([Br:16])[C:5]2[O:10][CH2:9][N:8]([C:11]([CH3:14])([CH3:13])[CH3:12])[CH2:7][C:6]=2[CH:15]=1.[Cl:17][C:18]1[CH:23]=[CH:22][C:21](B(O)O)=[CH:20][C:19]=1[C:27]([F:30])([F:29])[F:28].C(=O)([O-])[O-].[K+].[K+], predict the reaction product. The product is: [Br:16][C:4]1[C:5]2[O:10][CH2:9][N:8]([C:11]([CH3:14])([CH3:13])[CH3:12])[CH2:7][C:6]=2[CH:15]=[C:2]([C:21]2[CH:22]=[CH:23][C:18]([Cl:17])=[C:19]([C:27]([F:30])([F:29])[F:28])[CH:20]=2)[CH:3]=1. (4) Given the reactants [Br:1][C:2]1[C:3](O)=[CH:4][C:5]([OH:11])=[C:6]([CH:10]=1)[C:7]([OH:9])=[O:8].IC.[C:15](=O)([O-])[O-].[Cs+].[Cs+].CN(C)[CH:23]=[O:24], predict the reaction product. The product is: [Br:1][C:2]1[C:3]([O:24][CH3:23])=[CH:4][C:5]([O:11][CH3:15])=[C:6]([CH:10]=1)[C:7]([OH:9])=[O:8]. (5) Given the reactants C(O[C:4]([C:6]1[CH:7]=[N:8][C:9]2[C:14]([C:15]=1[NH:16][CH:17]1[CH2:21][CH2:20][CH2:19][CH2:18]1)=[CH:13][CH:12]=[CH:11][C:10]=2[O:22][CH3:23])=[O:5])C.[N:24]([C:27]1[CH:31]=[CH:30][S:29][CH:28]=1)=[C:25]=[O:26], predict the reaction product. The product is: [CH:17]1([N:16]2[C:15]3[C:14]4[CH:13]=[CH:12][CH:11]=[C:10]([O:22][CH3:23])[C:9]=4[N:8]=[CH:7][C:6]=3[C:4](=[O:5])[N:24]([C:27]3[CH:31]=[CH:30][S:29][CH:28]=3)[C:25]2=[O:26])[CH2:21][CH2:20][CH2:19][CH2:18]1. (6) Given the reactants [H-].[Na+].[CH2:3]([O:5][C:6](=[O:13])[CH2:7][C:8]([O:10][CH2:11][CH3:12])=[O:9])[CH3:4].F[C:15]1[CH:20]=[CH:19][C:18]([N+:21]([O-:23])=[O:22])=[C:17]([CH3:24])[CH:16]=1, predict the reaction product. The product is: [CH2:3]([O:5][C:6](=[O:13])[CH:7]([C:15]1[CH:20]=[CH:19][C:18]([N+:21]([O-:23])=[O:22])=[C:17]([CH3:24])[CH:16]=1)[C:8]([O:10][CH2:11][CH3:12])=[O:9])[CH3:4]. (7) Given the reactants [Br:1]N1C(=O)CCC1=O.[F:9][CH:10]([F:17])[C:11]1[CH:15]=[CH:14][N:13]([CH3:16])[N:12]=1.O.[OH-].[Na+], predict the reaction product. The product is: [Br:1][C:15]1[C:11]([CH:10]([F:17])[F:9])=[N:12][N:13]([CH3:16])[CH:14]=1.